Dataset: Full USPTO retrosynthesis dataset with 1.9M reactions from patents (1976-2016). Task: Predict the reactants needed to synthesize the given product. (1) Given the product [F:1][C:2]1[CH:3]=[CH:4][C:5]([CH2:28][CH2:29][C:30]2[CH:35]=[CH:34][C:33]([O:36][CH2:37][CH2:38][CH2:39][N:40]3[CH:44]=[C:43]([O:45][CH3:46])[CH:42]=[N:41]3)=[CH:32][C:31]=2[CH3:47])=[C:6]([C:8]2[N:13]=[C:12]([N:14]3[C:18]([C:19]([F:22])([F:20])[F:21])=[C:17]([C:23]([OH:25])=[O:24])[CH:16]=[N:15]3)[CH:11]=[CH:10][CH:9]=2)[CH:7]=1, predict the reactants needed to synthesize it. The reactants are: [F:1][C:2]1[CH:3]=[CH:4][C:5]([CH2:28][CH2:29][C:30]2[CH:35]=[CH:34][C:33]([O:36][CH2:37][CH2:38][CH2:39][N:40]3[CH:44]=[C:43]([O:45][CH3:46])[CH:42]=[N:41]3)=[CH:32][C:31]=2[CH3:47])=[C:6]([C:8]2[N:13]=[C:12]([N:14]3[C:18]([C:19]([F:22])([F:21])[F:20])=[C:17]([C:23]([O:25]CC)=[O:24])[CH:16]=[N:15]3)[CH:11]=[CH:10][CH:9]=2)[CH:7]=1.[OH-].[Na+]. (2) Given the product [CH:1](=[O:3])[CH2:4][CH2:5][CH2:6][CH2:7][CH2:8][CH2:9][CH2:10][CH2:4][CH2:5][CH:6]=[CH:7][CH2:8][CH3:9], predict the reactants needed to synthesize it. The reactants are: [CH:1]([OH:3])=O.[CH3:4][CH2:5][CH2:6][CH2:7][CH2:8][CH2:9][CH3:10]. (3) Given the product [OH:2][NH:1][C:3](=[NH:4])[C:5]1[CH:32]=[CH:31][C:8]([O:9][C:10]2[CH:11]=[C:12]([CH:22]=[C:23]([O:25][C@@H:26]([CH3:30])[CH2:27][O:28][CH3:29])[CH:24]=2)[C:13]([NH:15][C:16]2[CH:20]=[CH:19][N:18]([CH3:21])[N:17]=2)=[O:14])=[CH:7][CH:6]=1, predict the reactants needed to synthesize it. The reactants are: [NH2:1][OH:2].[C:3]([C:5]1[CH:32]=[CH:31][C:8]([O:9][C:10]2[CH:11]=[C:12]([CH:22]=[C:23]([O:25][C@@H:26]([CH3:30])[CH2:27][O:28][CH3:29])[CH:24]=2)[C:13]([NH:15][C:16]2[CH:20]=[CH:19][N:18]([CH3:21])[N:17]=2)=[O:14])=[CH:7][CH:6]=1)#[N:4].